This data is from Forward reaction prediction with 1.9M reactions from USPTO patents (1976-2016). The task is: Predict the product of the given reaction. (1) Given the reactants [OH:1][C@H:2]([C:10]([CH3:14])([CH3:13])[CH2:11][OH:12])[C:3]([NH:5][CH2:6][CH2:7][CH2:8][OH:9])=[O:4].[CH3:15][C:16]1C=CC(S(O)(=O)=O)=C[CH:21]=1, predict the reaction product. The product is: [OH:9][CH2:8][CH2:7][CH2:6][NH:5][C:3]([C@H:2]1[C:10]([CH3:14])([CH3:13])[CH2:11][O:12][C:16]([CH3:21])([CH3:15])[O:1]1)=[O:4]. (2) The product is: [Cl:18][C:19]1[CH:20]=[C:21]([NH:22][C:7](=[O:8])[C:6]2[CH:10]=[C:11]([N+:14]([O-:16])=[O:15])[CH:12]=[N:13][C:5]=2[O:4][CH2:3][CH:2]([F:17])[F:1])[CH:23]=[C:24]([F:26])[CH:25]=1. Given the reactants [F:1][CH:2]([F:17])[CH2:3][O:4][C:5]1[N:13]=[CH:12][C:11]([N+:14]([O-:16])=[O:15])=[CH:10][C:6]=1[C:7](Cl)=[O:8].[Cl:18][C:19]1[CH:20]=[C:21]([CH:23]=[C:24]([F:26])[CH:25]=1)[NH2:22].CSC1C2C(=CC(Br)=CC=2Br)NC=1SC, predict the reaction product. (3) Given the reactants Br[C:2]1[CH:3]=[CH:4][C:5]2[C:6]3[CH2:16][N:15]([C:17]([O:19][C:20]([CH3:23])([CH3:22])[CH3:21])=[O:18])[CH2:14][CH2:13][CH2:12][C:7]=3[N:8]([CH3:11])[C:9]=2[CH:10]=1.[F:24][C:25]1[CH:39]=[C:38]([F:40])[CH:37]=[CH:36][C:26]=1[CH2:27][O:28][C:29]1[CH:34]=[CH:33][NH:32][C:31](=[O:35])[CH:30]=1, predict the reaction product. The product is: [F:24][C:25]1[CH:39]=[C:38]([F:40])[CH:37]=[CH:36][C:26]=1[CH2:27][O:28][C:29]1[CH:34]=[CH:33][N:32]([C:2]2[CH:3]=[CH:4][C:5]3[C:6]4[CH2:16][N:15]([C:17]([O:19][C:20]([CH3:23])([CH3:22])[CH3:21])=[O:18])[CH2:14][CH2:13][CH2:12][C:7]=4[N:8]([CH3:11])[C:9]=3[CH:10]=2)[C:31](=[O:35])[CH:30]=1. (4) Given the reactants [I:1][C:2]1[CH:12]=[CH:11][CH:10]=[CH:9][C:3]=1[CH:4]=[CH:5][C:6]([OH:8])=O.O=S(Cl)Cl.[NH2:17][CH2:18][CH2:19][NH:20][C:21](=[O:27])[O:22][C:23]([CH3:26])([CH3:25])[CH3:24].CCN(CC)CC, predict the reaction product. The product is: [I:1][C:2]1[CH:12]=[CH:11][CH:10]=[CH:9][C:3]=1/[CH:4]=[CH:5]/[C:6]([NH:17][CH2:18][CH2:19][NH:20][C:21](=[O:27])[O:22][C:23]([CH3:25])([CH3:24])[CH3:26])=[O:8]. (5) The product is: [N:26]([C:11]1([CH:10]=[CH:9][P:4](=[O:3])([OH:8])[OH:5])[CH:15]([OH:16])[CH:14]([OH:17])[CH:13]([N:18]2[CH:23]=[CH:22][C:21](=[O:24])[NH:20][C:19]2=[O:25])[O:12]1)=[N+:27]=[N-:28]. Given the reactants C([O:3][P:4]([CH:9]=[CH:10][C:11]1([N:26]=[N+:27]=[N-:28])[CH:15]([OH:16])[CH:14]([OH:17])[CH:13]([N:18]2[CH:23]=[CH:22][C:21](=[O:24])[NH:20][C:19]2=[O:25])[O:12]1)(=[O:8])[O:5]CC)C.N1C(C)=CC=CC=1C.C[Si](Br)(C)C, predict the reaction product.